Task: Predict the reactants needed to synthesize the given product.. Dataset: Full USPTO retrosynthesis dataset with 1.9M reactions from patents (1976-2016) (1) Given the product [CH3:16][N:15]([CH3:17])[CH:12]([CH2:13][CH3:14])[CH:11]([C:9]1[CH:8]=[CH:7][C:5]2[N:6]=[C:2]([C:30]3[CH:31]=[CH:32][C:27]([C:25]([O:24][CH3:23])=[O:26])=[CH:28][CH:29]=3)[S:3][C:4]=2[CH:10]=1)[N:18]1[CH:22]=[CH:21][N:20]=[CH:19]1, predict the reactants needed to synthesize it. The reactants are: Br[C:2]1[S:3][C:4]2[CH:10]=[C:9]([CH:11]([N:18]3[CH:22]=[CH:21][N:20]=[CH:19]3)[CH:12]([N:15]([CH3:17])[CH3:16])[CH2:13][CH3:14])[CH:8]=[CH:7][C:5]=2[N:6]=1.[CH3:23][O:24][C:25]([C:27]1[CH:32]=[CH:31][C:30](B(O)O)=[CH:29][CH:28]=1)=[O:26].C(=O)([O-])[O-].[K+].[K+]. (2) The reactants are: C([O:3][C:4](=[O:18])[C:5]1[CH:10]=[C:9]([Cl:11])[CH:8]=[N:7][C:6]=1[NH:12][CH2:13][C:14]([F:17])([F:16])[F:15])C.[OH-].[K+].CO. Given the product [Cl:11][C:9]1[CH:8]=[N:7][C:6]([NH:12][CH2:13][C:14]([F:16])([F:15])[F:17])=[C:5]([CH:10]=1)[C:4]([OH:18])=[O:3], predict the reactants needed to synthesize it. (3) Given the product [O:20]1[C:19]2[CH:18]=[CH:17][C:16]([C:21](=[O:23])[CH2:22][C:3](=[O:4])[CH:2]([F:8])[F:1])=[CH:15][C:14]=2[O:13][CH2:12]1, predict the reactants needed to synthesize it. The reactants are: [F:1][CH:2]([F:8])[C:3](OCC)=[O:4].C[O-].[Na+].[CH2:12]1[O:20][C:19]2[CH:18]=[CH:17][C:16]([C:21](=[O:23])[CH3:22])=[CH:15][C:14]=2[O:13]1.Cl. (4) Given the product [CH:1]1[C:10]2[C:5](=[CH:6][CH:7]=[CH:8][CH:9]=2)[CH:4]=[CH:3][C:2]=1[S:11]([N:14]1[CH2:15][CH:16]2[CH2:21][N:20]([C:22]3[N:27]=[CH:26][C:25]([C:28]([OH:30])=[O:29])=[CH:24][N:23]=3)[CH2:19][CH:17]2[CH2:18]1)(=[O:13])=[O:12], predict the reactants needed to synthesize it. The reactants are: [CH:1]1[C:10]2[C:5](=[CH:6][CH:7]=[CH:8][CH:9]=2)[CH:4]=[CH:3][C:2]=1[S:11]([N:14]1[CH2:18][CH:17]2[CH2:19][N:20]([C:22]3[N:27]=[CH:26][C:25]([C:28]([O:30]CC)=[O:29])=[CH:24][N:23]=3)[CH2:21][CH:16]2[CH2:15]1)(=[O:13])=[O:12].[OH-].[Na+].Cl. (5) Given the product [N:26]1([C:12]2[C:13]3[CH2:23][CH2:22][CH2:21][CH2:20][CH2:19][C:14]=3[N:15]=[C:16]([NH2:18])[N:17]=2)[CH2:27][CH2:28][NH:31][CH2:32][CH2:30]1, predict the reactants needed to synthesize it. The reactants are: CC1C=CC(S(O[C:12]2[C:13]3[CH2:23][CH2:22][CH2:21][CH2:20][C:19](C)(C)[C:14]=3[N:15]=[C:16]([NH2:18])[N:17]=2)(=O)=O)=CC=1.[NH:26]1[CH2:30]C[C@@H:28]([NH:31][C:32](=O)OC(C)(C)C)[CH2:27]1. (6) Given the product [Cl:1][C:2]1[CH:27]=[CH:26][C:5]([CH2:6][O:7][C:8]2[CH:9]=[C:10]([CH:13]=[CH:14][C:15]=2[OH:16])[CH:11]=[O:12])=[CH:4][CH:3]=1, predict the reactants needed to synthesize it. The reactants are: [Cl:1][C:2]1[CH:27]=[CH:26][C:5]([CH2:6][O:7][C:8]2[CH:9]=[C:10]([CH:13]=[CH:14][C:15]=2[O:16]CC2C=CC(OC)=CC=2)[CH:11]=[O:12])=[CH:4][CH:3]=1.